Dataset: Reaction yield outcomes from USPTO patents with 853,638 reactions. Task: Predict the reaction yield, written as a fraction of the theoretical maximum amount of product (1.0 means a 100% yield; for example, 0.34 means a 34% yield). (1) The reactants are [F:1][C:2]1[CH:7]=[CH:6][C:5]([C:8]2[O:9][C:10]3[CH:20]=[C:19]([N+:21]([O-])=O)[C:18]([C:24]4[CH:29]=[CH:28][CH:27]=[C:26]([C:30](=[O:41])[NH:31][C:32]([C:35]5[CH:40]=[CH:39][CH:38]=[CH:37][CH:36]=5)([CH3:34])[CH3:33])[CH:25]=4)=[CH:17][C:11]=3[C:12]=2[C:13]([NH:15][CH3:16])=[O:14])=[CH:4][CH:3]=1. The catalyst is C(O)C.CC(O)=O.CCOC(C)=O.[Fe]. The product is [NH2:21][C:19]1[C:18]([C:24]2[CH:29]=[CH:28][CH:27]=[C:26]([C:30](=[O:41])[NH:31][C:32]([C:35]3[CH:36]=[CH:37][CH:38]=[CH:39][CH:40]=3)([CH3:34])[CH3:33])[CH:25]=2)=[CH:17][C:11]2[C:12]([C:13]([NH:15][CH3:16])=[O:14])=[C:8]([C:5]3[CH:4]=[CH:3][C:2]([F:1])=[CH:7][CH:6]=3)[O:9][C:10]=2[CH:20]=1. The yield is 0.470. (2) The reactants are [Si:1](Cl)([C:4]([CH3:7])([CH3:6])[CH3:5])([CH3:3])[CH3:2].[OH:9][CH2:10][C@H:11]1[NH:15][C:14](=[O:16])[CH2:13][CH2:12]1.N1C=CN=C1. The catalyst is ClCCl.[Cl-].[Na+].O. The product is [Si:1]([O:9][CH2:10][C@H:11]1[NH:15][C:14](=[O:16])[CH2:13][CH2:12]1)([C:4]([CH3:7])([CH3:6])[CH3:5])([CH3:3])[CH3:2]. The yield is 0.840.